Dataset: Catalyst prediction with 721,799 reactions and 888 catalyst types from USPTO. Task: Predict which catalyst facilitates the given reaction. (1) Reactant: C(O[C:6](=O)[NH:7][C@H:8]1[C@@:12]([C:14]2[CH:19]=[CH:18][C:17]([Cl:20])=[CH:16][CH:15]=2)([CH3:13])[CH2:11][N:10]([CH2:21][C:22]2[CH:27]=[CH:26][CH:25]=[CH:24][CH:23]=2)[CH2:9]1)(C)(C)C.CC(C)([O-])C.[K+].S(OC)(OC)(=O)=O.[OH-].[Na+].C(O)(C(F)(F)F)=O. Product: [CH2:21]([N:10]1[CH2:11][C@:12]([C:14]2[CH:15]=[CH:16][C:17]([Cl:20])=[CH:18][CH:19]=2)([CH3:13])[C@H:8]([NH:7][CH3:6])[CH2:9]1)[C:22]1[CH:23]=[CH:24][CH:25]=[CH:26][CH:27]=1. The catalyst class is: 16. (2) Reactant: [Br:1][C:2]1[CH:3]=[CH:4][C:5]([F:10])=[C:6]([CH2:8]O)[CH:7]=1.P(Br)(Br)[Br:12].C([O-])(O)=O.[Na+]. Product: [Br:1][C:2]1[CH:3]=[CH:4][C:5]([F:10])=[C:6]([CH2:8][Br:12])[CH:7]=1. The catalyst class is: 57.